This data is from Full USPTO retrosynthesis dataset with 1.9M reactions from patents (1976-2016). The task is: Predict the reactants needed to synthesize the given product. (1) The reactants are: C(OC([N:8]1[CH2:13][CH2:12][C:11]2[N:14](COCC[Si](C)(C)C)[N:15]=[C:16]([C:17]3[S:18][CH:19]=[CH:20][N:21]=3)[C:10]=2[CH2:9]1)=O)(C)(C)C.O1CCOCC1. Given the product [NH:14]1[C:11]2[CH2:12][CH2:13][NH:8][CH2:9][C:10]=2[C:16]([C:17]2[S:18][CH:19]=[CH:20][N:21]=2)=[N:15]1, predict the reactants needed to synthesize it. (2) Given the product [NH2:11][CH2:10][C-:6]1[CH:7]=[CH:8][CH:9]=[C:5]1[CH2:4][N:2]([CH3:3])[CH3:1].[CH-:23]1[CH:27]=[CH:26][CH:25]=[CH:24]1.[Fe+2:28], predict the reactants needed to synthesize it. The reactants are: [CH3:1][N:2]([CH2:4][C:5]1[CH2:9][C-:8]=[CH:7][C:6]=1[CH2:10][NH:11]C1C=CN=C2C=1C=CC(Cl)=C2)[CH3:3].[CH2:23]1[C-:27]=[CH:26][CH:25]=[CH:24]1.[Fe+2:28].CN(C[C-]1C=CC=C1C=O)C.[CH-]1C=CC=C1.[Fe+2].CN(C[C-]1C=CC=C1)C.[CH-]1C=CC=C1.[Fe+2]. (3) The reactants are: Cl.[N:2]1([C:8]2[CH:9]=[CH:10][C:11]([NH:14][C:15]([NH2:17])=[NH:16])=[N:12][CH:13]=2)[CH2:7][CH2:6][NH:5][CH2:4][CH2:3]1.C([O-])([O-])=O.[K+].[K+].[CH:24]1([N:29]2[C:33]([C:34](=O)/[C:35](/[F:40])=[CH:36]/N(C)C)=[CH:32][N:31]=[C:30]2[CH3:42])[CH2:28][CH2:27][CH2:26][CH2:25]1. Given the product [CH:24]1([N:29]2[C:33]([C:34]3[C:35]([F:40])=[CH:36][N:17]=[C:15]([NH:14][C:11]4[CH:10]=[CH:9][C:8]([N:2]5[CH2:7][CH2:6][NH:5][CH2:4][CH2:3]5)=[CH:13][N:12]=4)[N:16]=3)=[CH:32][N:31]=[C:30]2[CH3:42])[CH2:25][CH2:26][CH2:27][CH2:28]1, predict the reactants needed to synthesize it. (4) Given the product [F:1][C:2]1[CH:3]=[N:4][C:5]2[C:10]([C:11]=1[CH2:12][CH2:13][C:14]13[CH2:19][CH2:18][C:17]([NH:22][C:23](=[O:29])[O:24][C:25]([CH3:28])([CH3:26])[CH3:27])([CH2:20][CH2:21]1)[CH2:16][O:15]3)=[N:9][C:8]([O:30][CH3:31])=[CH:7][CH:6]=2, predict the reactants needed to synthesize it. The reactants are: [F:1][C:2]1[CH:3]=[N:4][C:5]2[C:10]([C:11]=1/[CH:12]=[CH:13]/[C:14]13[CH2:21][CH2:20][C:17]([NH:22][C:23](=[O:29])[O:24][C:25]([CH3:28])([CH3:27])[CH3:26])([CH2:18][CH2:19]1)[CH2:16][O:15]3)=[N:9][C:8]([O:30][CH3:31])=[CH:7][CH:6]=2. (5) Given the product [Br:1][C:2]1[CH:3]=[C:4]2[C:8](=[CH:9][CH:10]=1)[N:7]([S:13]([C:16]1[CH:22]=[CH:21][C:19]([CH3:20])=[CH:18][CH:17]=1)(=[O:15])=[O:14])[N:6]=[CH:5]2, predict the reactants needed to synthesize it. The reactants are: [Br:1][C:2]1[CH:3]=[C:4]2[C:8](=[CH:9][CH:10]=1)[NH:7][N:6]=[CH:5]2.[H-].[Na+].[S:13](Cl)([C:16]1[CH:22]=[CH:21][C:19]([CH3:20])=[CH:18][CH:17]=1)(=[O:15])=[O:14].